This data is from Forward reaction prediction with 1.9M reactions from USPTO patents (1976-2016). The task is: Predict the product of the given reaction. (1) Given the reactants [F:1][C:2]1[C:13]([CH3:14])=[CH:12][CH:11]=[CH:10][C:3]=1[C:4](N(OC)C)=[O:5].[CH3:15][O:16][C:17]1[CH:22]=[CH:21][C:20]([Mg]Br)=[CH:19][CH:18]=1, predict the reaction product. The product is: [F:1][C:2]1[C:13]([CH3:14])=[CH:12][CH:11]=[CH:10][C:3]=1[C:4]([C:20]1[CH:21]=[CH:22][C:17]([O:16][CH3:15])=[CH:18][CH:19]=1)=[O:5]. (2) Given the reactants C(=O)([O-])[O-].[Cs+].[Cs+].[F:7][C:8]1[C:9](=[O:15])[NH:10][CH:11]=[CH:12][C:13]=1[I:14].Br[CH2:17][CH2:18][C:19]([CH3:29])([S:25]([CH3:28])(=[O:27])=[O:26])[C:20]([O:22][CH2:23][CH3:24])=[O:21], predict the reaction product. The product is: [F:7][C:8]1[C:9](=[O:15])[N:10]([CH2:17][CH2:18][C@@:19]([CH3:29])([S:25]([CH3:28])(=[O:27])=[O:26])[C:20]([O:22][CH2:23][CH3:24])=[O:21])[CH:11]=[CH:12][C:13]=1[I:14]. (3) Given the reactants C1(N=C=NC2CCCCC2)CCCCC1.ON1C(=O)CCC1=O.[CH:24]1[C:29]([CH2:30][CH2:31][NH2:32])=[CH:28][C:27]([OH:33])=[C:26]([OH:34])[CH:25]=1.Cl.CCN(CC)CC, predict the reaction product. The product is: [NH2:32][CH2:31][CH2:30][C:29]1[CH:24]=[CH:25][C:26]([OH:34])=[C:27]([OH:33])[CH:28]=1.